From a dataset of Catalyst prediction with 721,799 reactions and 888 catalyst types from USPTO. Predict which catalyst facilitates the given reaction. (1) Reactant: [CH3:1][N:2]([CH3:26])[C:3]1([C:24]#N)[CH2:8][CH2:7][CH:6]([CH:9]([O:18][CH:19]([O:21][CH2:22][CH3:23])[CH3:20])[CH2:10][O:11][C:12]2[CH:17]=[CH:16][CH:15]=[CH:14][CH:13]=2)[CH2:5][CH2:4]1.[C:27]1([Mg]Cl)[CH:32]=[CH:31]C=[CH:29][CH:28]=1.[Cl-].[NH4+].O. Product: [CH2:22]([O:21][CH:19]([O:18][CH:9]([CH:6]1[CH2:7][CH2:8][C:3]([N:2]([CH3:26])[CH3:1])([C:24]2[CH:31]=[CH:32][CH:27]=[CH:28][CH:29]=2)[CH2:4][CH2:5]1)[CH2:10][O:11][C:12]1[CH:17]=[CH:16][CH:15]=[CH:14][CH:13]=1)[CH3:20])[CH3:23]. The catalyst class is: 7. (2) Reactant: [Cl:1][C:2]1[CH:10]=[CH:9][CH:8]=[C:7]2[C:3]=1[C:4]([C:11]([NH:13][CH2:14][C:15]1([OH:23])[CH2:20][CH2:19][CH2:18][C:17]([F:22])([F:21])[CH2:16]1)=[O:12])=[CH:5][NH:6]2.C(OC([N:31]1[CH2:34][CH2:33][CH:32]1[CH2:35]O)=O)(C)(C)C.C(P(=CC#N)(CCCC)CCCC)CCC. Product: [NH:31]1[CH2:34][CH2:33][CH:32]1[CH2:35][N:6]1[C:7]2[C:3](=[C:2]([Cl:1])[CH:10]=[CH:9][CH:8]=2)[C:4]([C:11]([NH:13][CH2:14][C:15]2([OH:23])[CH2:20][CH2:19][CH2:18][C:17]([F:22])([F:21])[CH2:16]2)=[O:12])=[CH:5]1. The catalyst class is: 11. (3) Reactant: [NH:1]([C:3](=[S:24])[C:4]([NH:6][C:7]1[CH:8]=[C:9]2[C:14](=[CH:15][CH:16]=1)[CH2:13][N:12]([C:17]([O:19][C:20]([CH3:23])([CH3:22])[CH3:21])=[O:18])[CH2:11][CH2:10]2)=[O:5])[NH2:2].[Cl:25][CH2:26][C:27](Cl)=O.O. Product: [Cl:25][CH2:26][C:27]1[S:24][C:3]([C:4]([NH:6][C:7]2[CH:8]=[C:9]3[C:14](=[CH:15][CH:16]=2)[CH2:13][N:12]([C:17]([O:19][C:20]([CH3:21])([CH3:23])[CH3:22])=[O:18])[CH2:11][CH2:10]3)=[O:5])=[N:1][N:2]=1. The catalyst class is: 85. (4) Reactant: [Cl:1][C:2]1[N:9]=[C:8](Cl)[C:7]([F:11])=[CH:6][C:3]=1[C:4]#[N:5].[C@H:12]1([NH2:19])[CH2:17][CH2:16][C@H:15]([NH2:18])[CH2:14][CH2:13]1.O.ClCCl. Product: [NH2:18][C@H:15]1[CH2:16][CH2:17][C@H:12]([NH:19][C:8]2[C:7]([F:11])=[CH:6][C:3]([C:4]#[N:5])=[C:2]([Cl:1])[N:9]=2)[CH2:13][CH2:14]1. The catalyst class is: 9. (5) Reactant: CC(OI1(OC(C)=O)(OC(C)=O)OC(=O)C2C1=CC=CC=2)=O.[F:23][C:24]([F:42])([F:41])[C:25]1[N:29]2[N:30]=[C:31]([N:34]3[CH2:39][CH2:38][CH:37]([OH:40])[CH2:36][CH2:35]3)[CH2:32][CH2:33][C:28]2=[N:27][N:26]=1. Product: [F:42][C:24]([F:23])([F:41])[C:25]1[N:29]2[N:30]=[C:31]([N:34]3[CH2:39][CH2:38][C:37](=[O:40])[CH2:36][CH2:35]3)[CH2:32][CH2:33][C:28]2=[N:27][N:26]=1. The catalyst class is: 2. (6) Reactant: [Cl:1][C:2]1[CH:7]=[CH:6][C:5]([C:8]2[CH:13]=[CH:12][CH:11]=[CH:10][C:9]=2[CH2:14]O)=[CH:4][CH:3]=1.[Li+].[Br-].P(Br)(Br)[Br:19].O. Product: [Br:19][CH2:14][C:9]1[CH:10]=[CH:11][CH:12]=[CH:13][C:8]=1[C:5]1[CH:6]=[CH:7][C:2]([Cl:1])=[CH:3][CH:4]=1. The catalyst class is: 3. (7) Reactant: [CH3:1][O:2][CH:3]=[CH:4][C:5]1[N:10]=[C:9]2[CH2:11][O:12][C:13](=[O:14])[C:8]2=[CH:7][CH:6]=1.[CH3:15][OH:16]. Product: [CH3:1][O:2][CH:3]([O:16][CH3:15])[CH2:4][C:5]1[N:10]=[C:9]2[CH2:11][O:12][C:13](=[O:14])[C:8]2=[CH:7][CH:6]=1. The catalyst class is: 65. (8) Reactant: C(OC([N:8]1[CH:12]2[CH2:13][CH2:14][CH:9]1[CH:10]([C:15]1[CH:16]=[N:17][C:18]([F:29])=[C:19]([C:21]3[CH:26]=[CH:25][C:24]([C:27]#[N:28])=[CH:23][CH:22]=3)[CH:20]=1)[CH2:11]2)=O)(C)(C)C.C(O)(C(F)(F)F)=O.[NH4+].[OH-]. Product: [C:27]([C:24]1[CH:23]=[CH:22][C:21]([C:19]2[CH:20]=[C:15]([CH:10]3[CH2:11][CH:12]4[NH:8][CH:9]3[CH2:14][CH2:13]4)[CH:16]=[N:17][C:18]=2[F:29])=[CH:26][CH:25]=1)#[N:28]. The catalyst class is: 34. (9) Reactant: C([N-]C(C)C)(C)C.[Li+].[Br:9][C:10]1[CH:18]=[CH:17][CH:16]=[C:15]2[C:11]=1[CH2:12][CH2:13][C:14]2=[O:19].Br[CH2:21][C:22]1[CH:31]=[CH:30][C:25]([C:26]([O:28][CH3:29])=[O:27])=[CH:24][CH:23]=1. Product: [Br:9][C:10]1[CH:18]=[CH:17][CH:16]=[C:15]2[C:11]=1[CH2:12][CH:13]([CH2:21][C:22]1[CH:31]=[CH:30][C:25]([C:26]([O:28][CH3:29])=[O:27])=[CH:24][CH:23]=1)[C:14]2=[O:19]. The catalyst class is: 1.